Dataset: Forward reaction prediction with 1.9M reactions from USPTO patents (1976-2016). Task: Predict the product of the given reaction. (1) The product is: [CH2:8]([O:7][C:5](=[O:6])[CH2:4][C@H:3]([NH:2][C:35](=[O:36])/[CH:34]=[CH:33]/[C:32]([O:31][CH2:29][CH3:30])=[O:38])[CH2:15][C:16]1[CH:17]=[CH:18][C:19]([C:22]2[CH:27]=[CH:26][CH:25]=[C:24]([Cl:28])[CH:23]=2)=[CH:20][CH:21]=1)[C:9]1[CH:10]=[CH:11][CH:12]=[CH:13][CH:14]=1. Given the reactants Cl.[NH2:2][C@H:3]([CH2:15][C:16]1[CH:21]=[CH:20][C:19]([C:22]2[CH:27]=[CH:26][CH:25]=[C:24]([Cl:28])[CH:23]=2)=[CH:18][CH:17]=1)[CH2:4][C:5]([O:7][CH2:8][C:9]1[CH:14]=[CH:13][CH:12]=[CH:11][CH:10]=1)=[O:6].[CH2:29]([O:31][C:32](=[O:38])/[CH:33]=[CH:34]/[C:35](O)=[O:36])[CH3:30].CCN=C=NCCCN(C)C.CCN(C(C)C)C(C)C.C1C=NC2N(O)N=NC=2C=1, predict the reaction product. (2) Given the reactants [Br:1][C:2]1[CH:7]=[CH:6][C:5]([C:8]2[CH:12]=[C:11]([CH2:13]Cl)[O:10][N:9]=2)=[C:4]([C:15]([F:18])([F:17])[F:16])[CH:3]=1.[F:19][C:20]1[C:25]([F:26])=[CH:24][CH:23]=[CH:22][C:21]=1[C:27]1[N:35]=[C:30]2[CH:31]=[N:32][NH:33][CH:34]=[C:29]2[N:28]=1, predict the reaction product. The product is: [Br:1][C:2]1[CH:7]=[CH:6][C:5]([C:8]2[CH:12]=[C:11]([CH2:13][N:32]3[CH:31]=[C:30]4[N:35]=[C:27]([C:21]5[CH:22]=[CH:23][CH:24]=[C:25]([F:26])[C:20]=5[F:19])[N:28]=[C:29]4[CH:34]=[N:33]3)[O:10][N:9]=2)=[C:4]([C:15]([F:18])([F:17])[F:16])[CH:3]=1. (3) Given the reactants [H-].[Na+].[C:3]([NH:6][CH:7]([C:13]([O:15][CH2:16][CH3:17])=[O:14])[C:8]([O:10][CH2:11][CH3:12])=[O:9])(=[O:5])[CH3:4].Br[CH:19]1[CH2:27][C:26]2[C:21](=[CH:22][CH:23]=[C:24]([CH2:28][CH2:29][CH2:30][CH2:31][CH2:32][CH2:33][CH2:34][CH3:35])[CH:25]=2)[C:20]1=[O:36], predict the reaction product. The product is: [CH2:11]([O:10][C:8](=[O:9])[C:7]([NH:6][C:3](=[O:5])[CH3:4])([CH:19]1[CH2:27][C:26]2[C:21](=[CH:22][CH:23]=[C:24]([CH2:28][CH2:29][CH2:30][CH2:31][CH2:32][CH2:33][CH2:34][CH3:35])[CH:25]=2)[C:20]1=[O:36])[C:13]([O:15][CH2:16][CH3:17])=[O:14])[CH3:12]. (4) The product is: [NH2:22][C:23]1[C:28]([C:29]#[N:30])=[C:27]([NH:14][C@H:12]([C:10]2[N:9]([C:15]3[CH:16]=[CH:17][CH:18]=[CH:19][CH:20]=3)[C:8]3[CH:21]=[C:4]([F:3])[CH:5]=[CH:6][C:7]=3[N:11]=2)[CH3:13])[N:26]=[CH:25][N:24]=1. Given the reactants Cl.Cl.[F:3][C:4]1[CH:5]=[CH:6][C:7]2[N:11]=[C:10]([C@@H:12]([NH2:14])[CH3:13])[N:9]([C:15]3[CH:20]=[CH:19][CH:18]=[CH:17][CH:16]=3)[C:8]=2[CH:21]=1.[NH2:22][C:23]1[C:28]([C:29]#[N:30])=[C:27](Cl)[N:26]=[CH:25][N:24]=1.CCN(C(C)C)C(C)C, predict the reaction product.